Dataset: Reaction yield outcomes from USPTO patents with 853,638 reactions. Task: Predict the reaction yield, written as a fraction of the theoretical maximum amount of product (1.0 means a 100% yield; for example, 0.34 means a 34% yield). (1) The reactants are [CH3:1][O:2][C:3]([C:5]1([C:8]2[CH:13]=[CH:12][C:11]([O:14][CH2:15][CH2:16][C:17]([OH:19])=O)=[CH:10][CH:9]=2)[CH2:7][CH2:6]1)=[O:4].C(Cl)(=O)C(Cl)=O. The catalyst is C(Cl)Cl.CN(C=O)C. The product is [O:19]=[C:17]1[C:10]2[C:11](=[CH:12][CH:13]=[C:8]([C:5]3([C:3]([OH:2])=[O:4])[CH2:6][CH2:7]3)[CH:9]=2)[O:14][CH2:15][CH2:16]1.[O:19]=[C:17]1[C:10]2[C:11](=[CH:12][CH:13]=[C:8]([C:5]3([C:3]([O:2][CH3:1])=[O:4])[CH2:6][CH2:7]3)[CH:9]=2)[O:14][CH2:15][CH2:16]1. The yield is 0.190. (2) The reactants are Cl.[NH2:2][CH2:3][C:4]([C:6]1[CH:11]=[CH:10][CH:9]=[CH:8][CH:7]=1)=[O:5].[NH2:12][C:13]1[C:14]([C:30](O)=[O:31])=[N:15][C:16]([N:19]2[CH2:24][CH2:23][N:22]([S:25]([CH2:28][CH3:29])(=[O:27])=[O:26])[CH2:21][CH2:20]2)=[CH:17][N:18]=1.CCN(C(C)C)C(C)C. The catalyst is C(Cl)Cl.CN(C=O)C.CCOC(C)=O.O. The product is [NH2:12][C:13]1[C:14]([C:30]([NH:2][CH2:3][C:4](=[O:5])[C:6]2[CH:11]=[CH:10][CH:9]=[CH:8][CH:7]=2)=[O:31])=[N:15][C:16]([N:19]2[CH2:20][CH2:21][N:22]([S:25]([CH2:28][CH3:29])(=[O:27])=[O:26])[CH2:23][CH2:24]2)=[CH:17][N:18]=1. The yield is 0.670. (3) The reactants are [NH2:1][C:2]1[C:3](Cl)=[N:4][C:5]2[C:10]([N:11]=1)=[CH:9][C:8]([Cl:12])=[CH:7][CH:6]=2.[CH3:14][O-:15].[Na+]. The catalyst is O1CCCC1.CO. The product is [NH2:1][C:2]1[C:3]([O:15][CH3:14])=[N:4][C:5]2[C:10]([N:11]=1)=[CH:9][C:8]([Cl:12])=[CH:7][CH:6]=2. The yield is 0.960. (4) The reactants are [CH2:1]([N:8]1[C:13](=[O:14])[C:12]2=[CH:15][CH:16]=[C:17]([Cl:18])[N:11]2[N:10]=[C:9]1[CH:19]([CH:21]1[CH2:23][CH2:22]1)O)[C:2]1[CH:7]=[CH:6][CH:5]=[CH:4][CH:3]=1.[N-:24]=[N+]=[N-].[Na+].C1(P(C2C=CC=CC=2)C2C=CC=CC=2)C=CC=CC=1. The catalyst is CN(C=O)C.CCOC(C)=O. The product is [NH2:24][CH:19]([CH:21]1[CH2:23][CH2:22]1)[C:9]1[N:8]([CH2:1][C:2]2[CH:7]=[CH:6][CH:5]=[CH:4][CH:3]=2)[C:13](=[O:14])[C:12]2=[CH:15][CH:16]=[C:17]([Cl:18])[N:11]2[N:10]=1. The yield is 0.730. (5) The reactants are [N+:1]([C:4]1[CH:9]=[C:8]([C:10]2[CH:11]=[N:12][CH:13]=[CH:14][CH:15]=2)[CH:7]=[CH:6][C:5]=1[OH:16])([O-])=O.C(O)(=O)C. The catalyst is CO.[Pd]. The product is [NH2:1][C:4]1[CH:9]=[C:8]([C:10]2[CH:11]=[N:12][CH:13]=[CH:14][CH:15]=2)[CH:7]=[CH:6][C:5]=1[OH:16]. The yield is 1.00.